From a dataset of Full USPTO retrosynthesis dataset with 1.9M reactions from patents (1976-2016). Predict the reactants needed to synthesize the given product. (1) Given the product [CH2:48]([N:5]([CH2:1][CH2:2][CH2:3][CH3:4])[C:6]([C:8]1[CH:12]=[C:11]([CH3:13])[N:10]([C:14]2[CH:19]=[CH:18][C:17]([N:20]3[CH2:25][CH2:24][N:23]([CH2:55][C:56]4[CH:61]=[CH:60][C:59]([Cl:62])=[CH:58][CH:57]=4)[C:22](=[O:26])[CH2:21]3)=[CH:16][C:15]=2[C:27]([N:29]2[C@H:38]([CH2:39][O:40][Si:41]([C:44]([CH3:47])([CH3:46])[CH3:45])([CH3:42])[CH3:43])[CH2:37][C:36]3[C:31](=[CH:32][CH:33]=[CH:34][CH:35]=3)[CH2:30]2)=[O:28])[N:9]=1)=[O:7])[CH2:49][CH2:50][CH3:51], predict the reactants needed to synthesize it. The reactants are: [CH2:1]([N:5]([CH2:48][CH2:49][CH2:50][CH3:51])[C:6]([C:8]1[CH:12]=[C:11]([CH3:13])[N:10]([C:14]2[CH:19]=[CH:18][C:17]([N:20]3[CH2:25][CH2:24][NH:23][C:22](=[O:26])[CH2:21]3)=[CH:16][C:15]=2[C:27]([N:29]2[C@H:38]([CH2:39][O:40][Si:41]([C:44]([CH3:47])([CH3:46])[CH3:45])([CH3:43])[CH3:42])[CH2:37][C:36]3[C:31](=[CH:32][CH:33]=[CH:34][CH:35]=3)[CH2:30]2)=[O:28])[N:9]=1)=[O:7])[CH2:2][CH2:3][CH3:4].[H-].[Na+].Br[CH2:55][C:56]1[CH:61]=[CH:60][C:59]([Cl:62])=[CH:58][CH:57]=1. (2) The reactants are: [Cl:1][C:2]1[CH:3]=[CH:4][C:5]([C:17]#[N:18])=[C:6]([NH:8][C:9](=O)[C:10]2[CH:15]=[CH:14][CH:13]=[CH:12][CH:11]=2)[CH:7]=1.[OH-:19].[Na+].OO.Cl. Given the product [Cl:1][C:2]1[CH:7]=[C:6]2[C:5]([C:17](=[O:19])[NH:18][C:9]([C:10]3[CH:15]=[CH:14][CH:13]=[CH:12][CH:11]=3)=[N:8]2)=[CH:4][CH:3]=1, predict the reactants needed to synthesize it. (3) Given the product [Cl:1][C:2]1[CH:3]=[C:4]([CH:37]=[O:38])[CH:5]=[N:6][C:7]=1[N:8]1[CH2:13][CH2:12][N:11]([C:14]2[NH:18][C:17]3[C:19]([C:27]4[CH:28]=[C:29]([F:35])[C:30]([F:34])=[C:31]([F:33])[CH:32]=4)=[CH:20][C:21]([C:23]([F:25])([F:24])[F:26])=[CH:22][C:16]=3[N:15]=2)[C@H:10]([CH3:36])[CH2:9]1, predict the reactants needed to synthesize it. The reactants are: [Cl:1][C:2]1[CH:3]=[C:4]([CH2:37][OH:38])[CH:5]=[N:6][C:7]=1[N:8]1[CH2:13][CH2:12][N:11]([C:14]2[NH:18][C:17]3[C:19]([C:27]4[CH:32]=[C:31]([F:33])[C:30]([F:34])=[C:29]([F:35])[CH:28]=4)=[CH:20][C:21]([C:23]([F:26])([F:25])[F:24])=[CH:22][C:16]=3[N:15]=2)[C@H:10]([CH3:36])[CH2:9]1. (4) Given the product [Cl:29][C:20]1[C:21]([O:27][CH3:28])=[CH:22][C:23]([O:25][CH3:26])=[CH:24][C:19]=1[C:9]1[C:8](=[O:30])[N:7]([CH2:6][CH2:5][C:4]2[CH:3]=[C:2]([NH:1][C:43](=[O:46])[CH:44]=[CH2:45])[CH:33]=[CH:32][CH:31]=2)[C:12]2[N:13]=[C:14]([NH:17][CH3:18])[N:15]=[CH:16][C:11]=2[CH:10]=1, predict the reactants needed to synthesize it. The reactants are: [NH2:1][C:2]1[CH:3]=[C:4]([CH:31]=[CH:32][CH:33]=1)[CH2:5][CH2:6][N:7]1[C:12]2[N:13]=[C:14]([NH:17][CH3:18])[N:15]=[CH:16][C:11]=2[CH:10]=[C:9]([C:19]2[CH:24]=[C:23]([O:25][CH3:26])[CH:22]=[C:21]([O:27][CH3:28])[C:20]=2[Cl:29])[C:8]1=[O:30].CCN(C(C)C)C(C)C.[C:43](Cl)(=[O:46])[CH:44]=[CH2:45].CCOC(C)=O. (5) Given the product [Cl:1][C:2]1[C:3]([CH3:23])=[C:4]([N:8]([S:13]([C:16]2[CH:21]=[CH:20][C:19]([CH3:22])=[CH:18][CH:17]=2)(=[O:15])=[O:14])[CH2:9][C:10]([NH:31][CH2:30][C:29]2[CH:32]=[CH:33][C:26]([O:25][CH3:24])=[CH:27][CH:28]=2)=[O:11])[CH:5]=[CH:6][CH:7]=1, predict the reactants needed to synthesize it. The reactants are: [Cl:1][C:2]1[C:3]([CH3:23])=[C:4]([N:8]([S:13]([C:16]2[CH:21]=[CH:20][C:19]([CH3:22])=[CH:18][CH:17]=2)(=[O:15])=[O:14])[CH2:9][C:10](O)=[O:11])[CH:5]=[CH:6][CH:7]=1.[CH3:24][O:25][C:26]1[CH:33]=[CH:32][C:29]([CH2:30][NH2:31])=[CH:28][CH:27]=1.C1C=CC2N(O)N=NC=2C=1.CCN=C=NCCCN(C)C. (6) Given the product [C:1]([O:5][C:6]([N:8]1[CH2:13][CH2:12][N:11]([CH:14]([C:17]2[CH:22]=[CH:21][C:20]([Cl:23])=[CH:19][CH:18]=2)[CH2:15][N:28]([CH3:27])[CH3:24])[CH2:10][CH2:9]1)=[O:7])([CH3:4])([CH3:3])[CH3:2], predict the reactants needed to synthesize it. The reactants are: [C:1]([O:5][C:6]([N:8]1[CH2:13][CH2:12][N:11]([CH:14]([C:17]2[CH:22]=[CH:21][C:20]([Cl:23])=[CH:19][CH:18]=2)[CH2:15]N)[CH2:10][CH2:9]1)=[O:7])([CH3:4])([CH3:3])[CH3:2].[CH2:24]=O.[BH3-][C:27]#[N:28].[Na+]. (7) Given the product [C:1]([O:5][C:6]([N:8]([CH3:47])[C@@H:9]([CH3:46])[C:10]([NH:12][C@@H:13]([C:42]([CH3:44])([CH3:45])[CH3:43])[C:14]([N:16]1[C@H:25]([C:26](=[O:38])[NH:27][C@H:28]2[C:37]3[C:32](=[CH:33][CH:34]=[CH:35][CH:36]=3)[CH2:31][CH2:30][CH2:29]2)[CH2:24][C:23]2[C:18](=[CH:19][C:20]([C:39]([NH:48][C:49]3[S:50][C:51]4[CH:57]=[CH:56][C:55]([C:58]([O:60][CH3:61])=[O:59])=[CH:54][C:52]=4[N:53]=3)=[O:41])=[CH:21][CH:22]=2)[CH2:17]1)=[O:15])=[O:11])=[O:7])([CH3:4])([CH3:2])[CH3:3], predict the reactants needed to synthesize it. The reactants are: [C:1]([O:5][C:6]([N:8]([CH3:47])[C@@H:9]([CH3:46])[C:10]([NH:12][C@@H:13]([C:42]([CH3:45])([CH3:44])[CH3:43])[C:14]([N:16]1[C@H:25]([C:26](=[O:38])[NH:27][C@H:28]2[C:37]3[C:32](=[CH:33][CH:34]=[CH:35][CH:36]=3)[CH2:31][CH2:30][CH2:29]2)[CH2:24][C:23]2[C:18](=[CH:19][C:20]([C:39]([OH:41])=O)=[CH:21][CH:22]=2)[CH2:17]1)=[O:15])=[O:11])=[O:7])([CH3:4])([CH3:3])[CH3:2].[NH2:48][C:49]1[S:50][C:51]2[CH:57]=[CH:56][C:55]([C:58]([O:60][CH3:61])=[O:59])=[CH:54][C:52]=2[N:53]=1.C(Cl)Cl.C(Cl)CCl. (8) Given the product [CH3:24][O:25][C:26]1[CH:34]=[CH:33][C:29]([CH2:30][O:31]/[N:32]=[C:21](/[C:18]2[N:17]=[C:16]3[N:12]([CH2:11][C:7]4[CH:6]=[C:5]5[C:10](=[CH:9][CH:8]=4)[N:1]=[CH:2][CH:3]=[CH:4]5)[N:13]=[N:14][C:15]3=[N:20][CH:19]=2)\[CH3:22])=[CH:28][CH:27]=1, predict the reactants needed to synthesize it. The reactants are: [N:1]1[C:10]2[C:5](=[CH:6][C:7]([CH2:11][N:12]3[C:16]4=[N:17][C:18]([C:21](=O)[CH3:22])=[CH:19][N:20]=[C:15]4[N:14]=[N:13]3)=[CH:8][CH:9]=2)[CH:4]=[CH:3][CH:2]=1.[CH3:24][O:25][C:26]1[CH:34]=[CH:33][C:29]([CH2:30][O:31][NH2:32])=[CH:28][CH:27]=1. (9) Given the product [I-:13].[I:13][CH2:14][CH2:15][CH2:16][N+:3]1[C:4]2[C:9](=[CH:8][CH:7]=[CH:6][CH:5]=2)[C:10]([CH3:12])([CH3:11])[C:2]=1[CH3:1], predict the reactants needed to synthesize it. The reactants are: [CH3:1][C:2]1[C:10]([CH3:12])([CH3:11])[C:9]2[C:4](=[CH:5][CH:6]=[CH:7][CH:8]=2)[N:3]=1.[I:13][CH2:14][CH2:15][CH2:16]I. (10) Given the product [F:4][CH2:5][CH:6]1[CH2:9][N:8]([CH2:11][CH2:12][OH:13])[CH2:7]1, predict the reactants needed to synthesize it. The reactants are: [OH-].[Na+].Cl.[F:4][CH2:5][CH:6]1[CH2:9][NH:8][CH2:7]1.Br[CH2:11][CH2:12][OH:13].